Dataset: Reaction yield outcomes from USPTO patents with 853,638 reactions. Task: Predict the reaction yield, written as a fraction of the theoretical maximum amount of product (1.0 means a 100% yield; for example, 0.34 means a 34% yield). (1) The reactants are [Cl:1][C:2]1[N:3]=[N:4][C:5]([Cl:9])=[CH:6][C:7]=1Cl.[NH:10]1[CH2:15][CH2:14][O:13][CH2:12][CH2:11]1. The catalyst is CCO. The product is [Cl:1][C:2]1[N:3]=[N:4][C:5]([Cl:9])=[CH:6][C:7]=1[N:10]1[CH2:15][CH2:14][O:13][CH2:12][CH2:11]1. The yield is 0.860. (2) The reactants are Br[C:2]1[CH:3]=[C:4]2[C:8](=[CH:9][C:10]=1[Cl:11])[NH:7][N:6]=[C:5]2[C:12]([OH:14])=[O:13].CC1(C)COB([C:22]2[CH:27]=[CH:26][C:25]([C:28]3[C:29]([OH:34])=[CH:30][CH:31]=[CH:32][CH:33]=3)=[CH:24][CH:23]=2)OC1.C(=O)([O-])[O-].[K+].[K+].C(O)(=O)CC(CC(O)=O)(C(O)=O)O. The catalyst is C1(C)C=CC=CC=1.CCO.C1C=CC(P(C2C=CC=CC=2)[C-]2C=CC=C2)=CC=1.C1C=CC(P(C2C=CC=CC=2)[C-]2C=CC=C2)=CC=1.Cl[Pd]Cl.[Fe+2]. The product is [Cl:11][C:10]1[CH:9]=[C:8]2[C:4]([C:5]([C:12]([OH:14])=[O:13])=[N:6][NH:7]2)=[CH:3][C:2]=1[C:22]1[CH:23]=[CH:24][C:25]([C:28]2[CH:33]=[CH:32][CH:31]=[CH:30][C:29]=2[OH:34])=[CH:26][CH:27]=1. The yield is 0.220. (3) The reactants are [CH3:1][C:2]([O:5][C:6]([NH:8][C:9]([CH3:14])([C:11]([NH2:13])=O)[CH3:10])=[O:7])([CH3:4])[CH3:3].COC1C=CC(P2(SP(C3C=CC(OC)=CC=3)(=S)S2)=[S:24])=CC=1. The catalyst is O1CCCC1. The product is [NH2:13][C:11](=[S:24])[C:9]([NH:8][C:6](=[O:7])[O:5][C:2]([CH3:4])([CH3:3])[CH3:1])([CH3:14])[CH3:10]. The yield is 0.480. (4) The reactants are [C:1]([C:5]1[O:9][N:8]=[C:7]([NH:10][C:11]([NH:13][C:14]2[CH:19]=[CH:18][CH:17]=[C:16]([S:20][C:21]3[C:30]4[C:25](=[CH:26][C:27]([O:41][CH3:42])=[C:28]([O:31][CH2:32][CH2:33][CH2:34][N:35]5[CH2:40][CH2:39]C[CH2:37][CH2:36]5)[CH:29]=4)[N:24]=[CH:23][N:22]=3)[CH:15]=2)=[O:12])[CH:6]=1)([CH3:4])([CH3:3])[CH3:2].N1CC[S:46](=[O:50])(=[O:49])CC1. No catalyst specified. The product is [C:1]([C:5]1[O:9][N:8]=[C:7]([NH:10][C:11]([NH:13][C:14]2[CH:19]=[CH:18][CH:17]=[C:16]([S:20][C:21]3[C:30]4[C:25](=[CH:26][C:27]([O:41][CH3:42])=[C:28]([O:31][CH2:32][CH2:33][CH2:34][N:35]5[CH2:40][CH2:39][S:46](=[O:50])(=[O:49])[CH2:37][CH2:36]5)[CH:29]=4)[N:24]=[CH:23][N:22]=3)[CH:15]=2)=[O:12])[CH:6]=1)([CH3:4])([CH3:3])[CH3:2]. The yield is 0.230.